Dataset: Reaction yield outcomes from USPTO patents with 853,638 reactions. Task: Predict the reaction yield, written as a fraction of the theoretical maximum amount of product (1.0 means a 100% yield; for example, 0.34 means a 34% yield). (1) The yield is 0.390. The product is [NH2:31][C:30]1[N:22]=[CH:23][N:24]=[C:25]2[C:29]=1[N:28]=[CH:27][N:26]2[CH2:12][C:9]1[N:8]([C:14]2[CH:19]=[CH:18][CH:17]=[CH:16][C:15]=2[Cl:20])[C:7](=[O:21])[C:6]2[C:11](=[C:2]([Cl:1])[CH:3]=[CH:4][CH:5]=2)[N:10]=1. The reactants are [Cl:1][C:2]1[CH:3]=[CH:4][CH:5]=[C:6]2[C:11]=1[N:10]=[C:9]([CH2:12]Cl)[N:8]([C:14]1[CH:19]=[CH:18][CH:17]=[CH:16][C:15]=1[Cl:20])[C:7]2=[O:21].[N:22]1[C:30]([NH2:31])=[C:29]2[C:25]([N:26]=[CH:27][NH:28]2)=[N:24][CH:23]=1.C([O-])([O-])=O.[K+].[K+]. The catalyst is CN(C=O)C. (2) The reactants are [NH2:1][CH:2]([CH2:8][CH:9]=[C:10]1[CH2:15][CH2:14][O:13][CH2:12][CH2:11]1)[C:3]([O:5][CH2:6][CH3:7])=[O:4].CCN(C(C)C)C(C)C.[N+:25]([C:28]1[CH:33]=[CH:32][C:31]([S:34](Cl)(=[O:36])=[O:35])=[CH:30][CH:29]=1)([O-:27])=[O:26]. The catalyst is ClCCl. The product is [N+:25]([C:28]1[CH:29]=[CH:30][C:31]([S:34]([NH:1][CH:2]([CH2:8][CH:9]=[C:10]2[CH2:11][CH2:12][O:13][CH2:14][CH2:15]2)[C:3]([O:5][CH2:6][CH3:7])=[O:4])(=[O:36])=[O:35])=[CH:32][CH:33]=1)([O-:27])=[O:26]. The yield is 1.00. (3) The reactants are [F:1][C:2]1[C:7]([OH:8])=[CH:6][CH:5]=[C:4]([F:9])[C:3]=1[C:10]([NH2:12])=[O:11].Cl[CH2:14][C:15]1[CH:16]=[CH:17][C:18]2[S:22][CH:21]=[CH:20][C:19]=2[CH:23]=1.S1C2C=CC(CO)=CC=2C=C1.S(Cl)(Cl)=O. No catalyst specified. The product is [S:22]1[C:18]2[CH:17]=[CH:16][C:15]([CH2:14][O:8][C:7]3[C:2]([F:1])=[C:3]([C:10]([NH2:12])=[O:11])[C:4]([F:9])=[CH:5][CH:6]=3)=[CH:23][C:19]=2[CH:20]=[CH:21]1. The yield is 0.100. (4) The reactants are [Cl-].O[NH3+:3].[C:4](=[O:7])([O-])[OH:5].[Na+].CS(C)=O.[F:13][C:14]1[CH:15]=[C:16]([N:22]2[C:27](=[O:28])[C:26]([CH2:29][C:30]3[CH:35]=[CH:34][C:33]([C:36]4[C:37]([C:42]#[N:43])=[CH:38][CH:39]=[CH:40][CH:41]=4)=[CH:32][CH:31]=3)=[C:25]([CH2:44][CH2:45][CH3:46])[N:24]=[C:23]2[CH3:47])[CH:17]=[CH:18][C:19]=1[O:20][CH3:21]. The catalyst is O.C(OCC)(=O)C. The product is [F:13][C:14]1[CH:15]=[C:16]([N:22]2[C:27](=[O:28])[C:26]([CH2:29][C:30]3[CH:35]=[CH:34][C:33]([C:36]4[CH:41]=[CH:40][CH:39]=[CH:38][C:37]=4[C:42]4[NH:3][C:4](=[O:7])[O:5][N:43]=4)=[CH:32][CH:31]=3)=[C:25]([CH2:44][CH2:45][CH3:46])[N:24]=[C:23]2[CH3:47])[CH:17]=[CH:18][C:19]=1[O:20][CH3:21]. The yield is 0.740. (5) The reactants are C1([C:7]2C3[C:10](=CC(C([O-])=O)=CC=3)[NH:9][C:8]=2C2C=CC(OC)=CC=2C=O)CCCCC1.CC[N:31](P1(N(C)CCCN1C)=NC(C)(C)C)CC.[CH:47]([S:49]([O:52]C1C=CC=CC=1)(=[O:51])=O)=[CH2:48].O1[CH2:64][CH2:63]OCC1. No catalyst specified. The product is [CH3:10][N:9]1[CH2:64][CH2:63][N:31]([S:49]([CH:47]=[CH2:48])(=[O:51])=[O:52])[CH2:7][CH2:8]1. The yield is 0.520. (6) The reactants are [N+:1]([C:4]1[CH:12]=[CH:11][CH:10]=[C:9]2[C:5]=1[CH:6]=[N:7][NH:8]2)([O-])=O. The catalyst is [Pd].CCO. The product is [NH2:1][C:4]1[CH:12]=[CH:11][CH:10]=[C:9]2[C:5]=1[CH:6]=[N:7][NH:8]2. The yield is 0.700. (7) The reactants are [CH3:1][C:2]([O:5][C:6]([NH:8][C@@H:9]([CH2:19]O)[CH2:10][CH2:11][C:12]([O:14][C:15]([CH3:18])([CH3:17])[CH3:16])=[O:13])=[O:7])([CH3:4])[CH3:3].C1(P(C2C=CC=CC=2)C2C=CC=CC=2)C=CC=CC=1.N1C=CN=C1.[I:45]I. The catalyst is C(Cl)Cl. The product is [CH3:1][C:2]([O:5][C:6]([NH:8][C@@H:9]([CH2:19][I:45])[CH2:10][CH2:11][C:12]([O:14][C:15]([CH3:18])([CH3:17])[CH3:16])=[O:13])=[O:7])([CH3:4])[CH3:3]. The yield is 0.770. (8) The reactants are [CH3:1][C:2]1[C:11]2[C:6](=[CH:7][CH:8]=[CH:9][CH:10]=2)[C:5]([C:12]#[N:13])=[CH:4][CH:3]=1.C1C(=O)N([Br:21])C(=O)C1.CC(N=NC(C#N)(C)C)(C#N)C. The catalyst is C(Cl)(Cl)(Cl)Cl.O. The product is [Br:21][CH2:1][C:2]1[C:11]2[C:6](=[CH:7][CH:8]=[CH:9][CH:10]=2)[C:5]([C:12]#[N:13])=[CH:4][CH:3]=1. The yield is 0.520. (9) The catalyst is [OH-].[Na+]. The product is [Br:1][C:2]1[CH:3]=[C:4]2[C:10]([C:11]([OH:13])=[O:12])=[N:9][NH:8][C:5]2=[N:6][CH:7]=1. The yield is 0.920. The reactants are [Br:1][C:2]1[CH:3]=[C:4]2[C:10]([C:11]([O:13]C)=[O:12])=[N:9][NH:8][C:5]2=[N:6][CH:7]=1.Cl. (10) The reactants are [CH3:1][CH:2]1[CH2:8][C:7]2[CH:9]=[C:10]3[O:15][CH2:14][O:13][C:11]3=[CH:12][C:6]=2[C:5]([C:16]2[CH:21]=[CH:20][C:19]([N+:22]([O-:24])=[O:23])=[CH:18][CH:17]=2)=[N:4][N:3]1[C:25](=[S:27])[NH2:26].Cl[CH2:29][C:30](=O)[CH3:31].CN(C)C=O. The catalyst is O. The product is [CH3:1][CH:2]1[CH2:8][C:7]2[CH:9]=[C:10]3[O:15][CH2:14][O:13][C:11]3=[CH:12][C:6]=2[C:5]([C:16]2[CH:17]=[CH:18][C:19]([N+:22]([O-:24])=[O:23])=[CH:20][CH:21]=2)=[N:4][N:3]1[C:25]1[S:27][CH:29]=[C:30]([CH3:31])[N:26]=1. The yield is 0.820.